This data is from Forward reaction prediction with 1.9M reactions from USPTO patents (1976-2016). The task is: Predict the product of the given reaction. (1) Given the reactants OC(C(F)(F)F)=O.[CH3:8][CH:9]1[CH2:14][CH2:13][N:12]([C:15]([C:17]2[CH:25]=[CH:24][C:23]3[N:22]([S:26]([CH2:29][CH2:30][CH3:31])(=[O:28])=[O:27])[C:21]4[CH2:32][CH2:33][NH:34][CH2:35][C:20]=4[C:19]=3[CH:18]=2)=[O:16])[CH2:11][CH2:10]1.CO[C:38]1[CH2:39][CH2:40][CH2:41][N:42]=1, predict the reaction product. The product is: [N:42]1[CH2:41][CH2:40][CH2:39][C:38]=1[N:34]1[CH2:33][CH2:32][C:21]2[N:22]([S:26]([CH2:29][CH2:30][CH3:31])(=[O:27])=[O:28])[C:23]3[CH:24]=[CH:25][C:17]([C:15]([N:12]4[CH2:13][CH2:14][CH:9]([CH3:8])[CH2:10][CH2:11]4)=[O:16])=[CH:18][C:19]=3[C:20]=2[CH2:35]1. (2) Given the reactants [CH3:1][S:2]([C:5]1[CH:6]=[C:7]([C:11]2[CH:16]=[CH:15][C:14]([N:17]3[CH:21]=[C:20]([C:22]([O:24]CC)=O)[N:19]=[C:18]3[C:27]3[CH:32]=[CH:31][CH:30]=[CH:29][C:28]=3[C:33]([F:36])([F:35])[F:34])=[CH:13][CH:12]=2)[CH:8]=[CH:9][CH:10]=1)(=[O:4])=[O:3].O1CCOCC1.[NH2:43][NH2:44], predict the reaction product. The product is: [CH3:1][S:2]([C:5]1[CH:6]=[C:7]([C:11]2[CH:12]=[CH:13][C:14]([N:17]3[CH:21]=[C:20]([C:22]([NH:43][NH2:44])=[O:24])[N:19]=[C:18]3[C:27]3[CH:32]=[CH:31][CH:30]=[CH:29][C:28]=3[C:33]([F:35])([F:34])[F:36])=[CH:15][CH:16]=2)[CH:8]=[CH:9][CH:10]=1)(=[O:4])=[O:3]. (3) Given the reactants [F:1][C:2]1[CH:9]=[CH:8][C:7]([F:10])=[CH:6][C:3]=1[C:4]#[N:5].[NH4+]=[S:12].C(N(CC)CC)C, predict the reaction product. The product is: [F:1][C:2]1[CH:9]=[CH:8][C:7]([F:10])=[CH:6][C:3]=1[C:4](=[S:12])[NH2:5].